Task: Binary Classification. Given a T-cell receptor sequence (or CDR3 region) and an epitope sequence, predict whether binding occurs between them.. Dataset: TCR-epitope binding with 47,182 pairs between 192 epitopes and 23,139 TCRs (1) The epitope is RLRAEAQVK. The TCR CDR3 sequence is CASSFAGGSYNEQFF. Result: 1 (the TCR binds to the epitope). (2) The epitope is EILDITPCSF. The TCR CDR3 sequence is CASSTTSGGANEQYF. Result: 0 (the TCR does not bind to the epitope).